From a dataset of Forward reaction prediction with 1.9M reactions from USPTO patents (1976-2016). Predict the product of the given reaction. (1) Given the reactants [N+:1]([C:4]1[CH:13]=[C:12]2[C:7]([CH:8]=[CH:9][C:10](N)=[CH:11]2)=[CH:6][CH:5]=1)([O-:3])=[O:2].N([O-])=O.[Na+].[I-:19].[I-].[K+], predict the reaction product. The product is: [I:19][C:10]1[CH:9]=[CH:8][C:7]2[C:12](=[CH:13][C:4]([N+:1]([O-:3])=[O:2])=[CH:5][CH:6]=2)[CH:11]=1. (2) Given the reactants [O:1]1[C:5]([C:6]2[CH:11]=[CH:10][C:9]([C:12]([NH2:15])([CH3:14])[CH3:13])=[CH:8][CH:7]=2)=[CH:4][CH:3]=[N:2]1.[C:16](O[C:16]([O:18][C:19]([CH3:22])([CH3:21])[CH3:20])=[O:17])([O:18][C:19]([CH3:22])([CH3:21])[CH3:20])=[O:17], predict the reaction product. The product is: [O:1]1[C:5]([C:6]2[CH:11]=[CH:10][C:9]([C:12]([NH:15][C:16](=[O:17])[O:18][C:19]([CH3:22])([CH3:21])[CH3:20])([CH3:13])[CH3:14])=[CH:8][CH:7]=2)=[CH:4][CH:3]=[N:2]1. (3) Given the reactants [CH:1]([N:4]1[CH2:9][C@@H:8]2[CH2:10][C@H:5]1[CH2:6][N:7]2[C:11]1[CH:16]=[CH:15][C:14]([NH2:17])=[CH:13]C=1)([CH3:3])[CH3:2].ClC1C=CC([N+]([O-])=O)=C[N:20]=1, predict the reaction product. The product is: [CH:1]([N:4]1[CH2:9][C@@H:8]2[CH2:10][C@H:5]1[CH2:6][N:7]2[C:11]1[N:20]=[CH:13][C:14]([NH2:17])=[CH:15][CH:16]=1)([CH3:2])[CH3:3]. (4) Given the reactants [C:1]([O:5][C:6]([N:8]1[CH:17]([CH:18]2C[CH2:19]2)[CH2:16][C:11]2(OCC[O:12]2)[CH2:10][CH:9]1[CH2:21][C:22]1[CH:27]=[CH:26][CH:25]=[CH:24][CH:23]=1)=[O:7])([CH3:4])([CH3:3])[CH3:2].O.C1(C)C=CC(S(O)(=O)=[O:36])=CC=1.C([O-])(O)=O.[Na+], predict the reaction product. The product is: [C:1]([O:5][C:6]([N:8]1[CH:9]([CH:21]([OH:36])[C:22]2[CH:27]=[CH:26][CH:25]=[CH:24][CH:23]=2)[CH2:10][C:11](=[O:12])[CH2:16][CH:17]1[CH2:18][CH3:19])=[O:7])([CH3:4])([CH3:3])[CH3:2]. (5) The product is: [OH:4][CH2:3][CH2:2][CH2:1][O:5][C:13]1[CH:14]=[CH:15][CH:16]=[C:9]([N+:6]([O-:8])=[O:7])[C:10]=1[C:11]#[N:12]. Given the reactants [CH2:1]([OH:5])[CH2:2][CH2:3][OH:4].[N+:6]([C:9]1[CH:16]=[CH:15][CH:14]=[C:13]([N+]([O-])=O)[C:10]=1[C:11]#[N:12])([O-:8])=[O:7], predict the reaction product.